From a dataset of Peptide-MHC class I binding affinity with 185,985 pairs from IEDB/IMGT. Regression. Given a peptide amino acid sequence and an MHC pseudo amino acid sequence, predict their binding affinity value. This is MHC class I binding data. (1) The peptide sequence is GKIKGKYSY. The MHC is HLA-A69:01 with pseudo-sequence HLA-A69:01. The binding affinity (normalized) is 0.0847. (2) The peptide sequence is TVATSRTLSY. The binding affinity (normalized) is 0. The MHC is HLA-A23:01 with pseudo-sequence HLA-A23:01.